From a dataset of Forward reaction prediction with 1.9M reactions from USPTO patents (1976-2016). Predict the product of the given reaction. (1) Given the reactants Cl.[NH2:2][C@@H:3]1[CH2:8][CH2:7][C@H:6]([NH:9][C:10]([C:12]2[C:16]3=[N:17][CH:18]=[CH:19][C:20]([C:21]4[CH:26]=[C:25]([CH3:27])[CH:24]=[CH:23][C:22]=4[O:28][CH2:29][CH:30]4[CH2:32][CH2:31]4)=[C:15]3[NH:14][C:13]=2[CH3:33])=[O:11])[CH2:5][CH2:4]1.[CH3:34][O:35][CH2:36][C:37](Cl)=[O:38], predict the reaction product. The product is: [CH:30]1([CH2:29][O:28][C:22]2[CH:23]=[CH:24][C:25]([CH3:27])=[CH:26][C:21]=2[C:20]2[CH:19]=[CH:18][N:17]=[C:16]3[C:12]([C:10]([NH:9][C@H:6]4[CH2:7][CH2:8][C@@H:3]([NH:2][C:37](=[O:38])[CH2:36][O:35][CH3:34])[CH2:4][CH2:5]4)=[O:11])=[C:13]([CH3:33])[NH:14][C:15]=23)[CH2:31][CH2:32]1. (2) Given the reactants [CH2:1]([O:8][C:9]([N:11]([CH2:32][C:33]([N:35]1[CH2:39][C@@H:38]([F:40])[CH2:37][C@H:36]1[C:41]#[N:42])=[O:34])[C:12]12[CH2:19][CH2:18][C:15]([C:20](ON3C4C=CC=CC=4N=N3)=[O:21])([CH2:16][CH2:17]1)[CH2:14][CH2:13]2)=[O:10])[C:2]1[CH:7]=[CH:6][CH:5]=[CH:4][CH:3]=1.[CH2:43]([CH:50]1[CH2:55][CH2:54][NH:53][CH2:52][CH2:51]1)[C:44]1[CH:49]=[CH:48][CH:47]=[CH:46][CH:45]=1, predict the reaction product. The product is: [CH2:1]([O:8][C:9]([N:11]([CH2:32][C:33]([N:35]1[CH2:39][C@@H:38]([F:40])[CH2:37][C@H:36]1[C:41]#[N:42])=[O:34])[C:12]12[CH2:19][CH2:18][C:15]([C:20]([N:53]3[CH2:54][CH2:55][CH:50]([CH2:43][C:44]4[CH:49]=[CH:48][CH:47]=[CH:46][CH:45]=4)[CH2:51][CH2:52]3)=[O:21])([CH2:14][CH2:13]1)[CH2:16][CH2:17]2)=[O:10])[C:2]1[CH:3]=[CH:4][CH:5]=[CH:6][CH:7]=1. (3) Given the reactants Br[C:2]1[CH:3]=[C:4]([C:10]2[N:11]([C:15]([O:17][C:18]([CH3:21])([CH3:20])[CH3:19])=[O:16])[CH2:12][CH2:13][N:14]=2)[CH:5]=[CH:6][C:7]=1[O:8][CH3:9].C([O-])(=O)C.[K+].[CH3:27][C:28]1([CH3:44])[C:32]([CH3:34])([CH3:33])[O:31][B:30]([B:30]2[O:31][C:32]([CH3:34])([CH3:33])[C:28]([CH3:44])([CH3:27])[O:29]2)[O:29]1, predict the reaction product. The product is: [CH3:9][O:8][C:7]1[CH:6]=[CH:5][C:4]([C:10]2[N:11]([C:15]([O:17][C:18]([CH3:21])([CH3:20])[CH3:19])=[O:16])[CH2:12][CH2:13][N:14]=2)=[CH:3][C:2]=1[B:30]1[O:31][C:32]([CH3:34])([CH3:33])[C:28]([CH3:44])([CH3:27])[O:29]1. (4) Given the reactants [CH:1]([C:3]1[CH:10]=[CH:9][C:6]([C:7]#[N:8])=[CH:5][C:4]=1[O:11][CH3:12])=O.[F:13][C:14]([F:26])([F:25])[C:15]1[CH:16]=[C:17]([NH:21][C:22]([NH2:24])=[S:23])[CH:18]=[CH:19][CH:20]=1.[C:27]([O:33][CH3:34])(=[O:32])[CH2:28][C:29]([CH3:31])=O, predict the reaction product. The product is: [CH3:34][O:33][C:27]([C:28]1[CH:1]([C:3]2[CH:10]=[CH:9][C:6]([C:7]#[N:8])=[CH:5][C:4]=2[O:11][CH3:12])[NH:24][C:22](=[S:23])[N:21]([C:17]2[CH:18]=[CH:19][CH:20]=[C:15]([C:14]([F:13])([F:25])[F:26])[CH:16]=2)[C:29]=1[CH3:31])=[O:32]. (5) Given the reactants [Br:1][C:2]1[CH:8]=[CH:7][C:5]([NH2:6])=[CH:4][CH:3]=1.CCN(CC)CC.[CH3:16][C:17]([O:20][C:21](O[C:21]([O:20][C:17]([CH3:19])([CH3:18])[CH3:16])=[O:22])=[O:22])([CH3:19])[CH3:18], predict the reaction product. The product is: [Br:1][C:2]1[CH:8]=[CH:7][C:5]([NH:6][C:21](=[O:22])[O:20][C:17]([CH3:19])([CH3:18])[CH3:16])=[CH:4][CH:3]=1. (6) The product is: [CH2:1]([O:3][C:4]1[CH:9]=[CH:8][N:7]=[C:6]([OH:13])[CH:5]=1)[CH3:2]. Given the reactants [CH2:1]([O:3][C:4]1[CH:9]=[CH:8][N+:7]([O-])=[CH:6][CH:5]=1)[CH3:2].C(OC(=O)C)(=[O:13])C, predict the reaction product. (7) Given the reactants [OH:1][C:2]1[C:3]([C:23]([NH:25][CH2:26][C:27]([O:29]CC)=[O:28])=[O:24])=[C:4]2[C:9](=[CH:10][CH:11]=1)[N:8]=[C:7]([C:12]1[S:13][CH:14]=[CH:15][N:16]=1)[C:6]([C:17]1[CH:22]=[CH:21][CH:20]=[CH:19][CH:18]=1)=[N:5]2.[OH-].[Na+], predict the reaction product. The product is: [OH:1][C:2]1[C:3]([C:23]([NH:25][CH2:26][C:27]([OH:29])=[O:28])=[O:24])=[C:4]2[C:9](=[CH:10][CH:11]=1)[N:8]=[C:7]([C:12]1[S:13][CH:14]=[CH:15][N:16]=1)[C:6]([C:17]1[CH:18]=[CH:19][CH:20]=[CH:21][CH:22]=1)=[N:5]2.